This data is from Catalyst prediction with 721,799 reactions and 888 catalyst types from USPTO. The task is: Predict which catalyst facilitates the given reaction. (1) Reactant: C([O:9][CH2:10][C@@H:11]1[C@@H:15]([O:16]C(=O)C2C=CC=CC=2)[C@:14]([F:26])([CH3:25])[C@H:13]([N:27]2[C:31]3[N:32]=[CH:33][N:34]=[C:35](Cl)[C:30]=3[C:29]([I:37])=[CH:28]2)[O:12]1)(=O)C1C=CC=CC=1.[NH3:38]. Product: [NH2:38][C:35]1[C:30]2[C:29]([I:37])=[CH:28][N:27]([C@@H:13]3[O:12][C@H:11]([CH2:10][OH:9])[C@@H:15]([OH:16])[C@:14]3([F:26])[CH3:25])[C:31]=2[N:32]=[CH:33][N:34]=1. The catalyst class is: 12. (2) Reactant: [Cl:1][C:2]1[CH:7]=[C:6]([O:8][C:9]2[CH:14]=[CH:13][C:12]([Cl:15])=[CH:11][CH:10]=2)[CH:5]=[CH:4][C:3]=1[C:16]([OH:26])([CH:23]([CH3:25])[CH3:24])[CH2:17][N:18]1[CH:22]=[N:21][CH:20]=[N:19]1.[H-].[Na+].[CH2:29](Br)[CH:30]=[CH2:31].[Cl-].[Na+]. Product: [CH2:31]([O:26][C:16]([C:3]1[CH:4]=[CH:5][C:6]([O:8][C:9]2[CH:10]=[CH:11][C:12]([Cl:15])=[CH:13][CH:14]=2)=[CH:7][C:2]=1[Cl:1])([CH:23]([CH3:24])[CH3:25])[CH2:17][N:18]1[CH:22]=[N:21][CH:20]=[N:19]1)[CH:30]=[CH2:29]. The catalyst class is: 1. (3) Reactant: [CH2:1]([N:8]([CH2:33][C:34]1[CH:39]=[CH:38][CH:37]=[CH:36][CH:35]=1)[C@@H:9]([C@H:20]([CH2:28][CH:29]([OH:32])[CH2:30][OH:31])[C:21]([O:23][C:24]([CH3:27])([CH3:26])[CH3:25])=[O:22])[C:10]([O:12][CH2:13][C:14]1[CH:19]=[CH:18][CH:17]=[CH:16][CH:15]=1)=[O:11])[C:2]1[CH:7]=[CH:6][CH:5]=[CH:4][CH:3]=1.[CH3:40][S:41](Cl)(=[O:43])=[O:42].C(O)(=O)CC(CC(O)=O)(C(O)=O)O. Product: [CH2:1]([N:8]([CH2:33][C:34]1[CH:35]=[CH:36][CH:37]=[CH:38][CH:39]=1)[C@@H:9]([C@H:20]([CH2:28][CH:29]([OH:32])[CH2:30][O:31][S:41]([CH3:40])(=[O:43])=[O:42])[C:21]([O:23][C:24]([CH3:27])([CH3:26])[CH3:25])=[O:22])[C:10]([O:12][CH2:13][C:14]1[CH:19]=[CH:18][CH:17]=[CH:16][CH:15]=1)=[O:11])[C:2]1[CH:7]=[CH:6][CH:5]=[CH:4][CH:3]=1. The catalyst class is: 17. (4) Reactant: N[CH:2]1[CH2:6][C@@:5]([CH:26]([CH3:28])[CH3:27])([C:7]([NH:9][CH2:10][C:11]2[CH:16]=[C:15]([C:17]([F:20])([F:19])[F:18])[CH:14]=[CH:13][C:12]=2[O:21][C:22]([CH3:25])([CH3:24])[CH3:23])=[O:8])[CH:4]=[CH:3]1.[O:29]=C(C(OCC)=O)C(OCC)=O.N12CCCN=C1CCCCC2. Product: [C:22]([O:21][C:12]1[CH:13]=[CH:14][C:15]([C:17]([F:20])([F:19])[F:18])=[CH:16][C:11]=1[CH2:10][NH:9][C:7]([C@:5]1([CH:26]([CH3:28])[CH3:27])[CH2:6][C:2](=[O:29])[CH:3]=[CH:4]1)=[O:8])([CH3:25])([CH3:24])[CH3:23]. The catalyst class is: 11. (5) Reactant: CC1(C)CCCC(C)(C)N1.C([Li])CCC.[CH3:16][O:17][C:18]([O:34][CH3:35])([C:26]1[CH:31]=[CH:30][C:29]([O:32][CH3:33])=[CH:28][CH:27]=1)[C:19]1[CH:24]=[CH:23][C:22]([F:25])=[CH:21][CH:20]=1.CN(C)[CH:38]=[O:39].Cl. Product: [CH3:35][O:34][C:18]([O:17][CH3:16])([C:26]1[CH:31]=[CH:30][C:29]([O:32][CH3:33])=[CH:28][CH:27]=1)[C:19]1[CH:20]=[CH:21][C:22]([F:25])=[C:23]([CH:38]=[O:39])[CH:24]=1. The catalyst class is: 1.